Dataset: Catalyst prediction with 721,799 reactions and 888 catalyst types from USPTO. Task: Predict which catalyst facilitates the given reaction. (1) Reactant: [Cl:1][C:2]1[CH:18]=[CH:17][C:5]2[CH2:6][CH2:7][N:8]([C:11](=[O:16])[C:12]([F:15])([F:14])[F:13])[CH2:9][CH2:10][C:4]=2[C:3]=1OS(C(F)(F)F)(=O)=O.[NH2:27][CH2:28][C:29]1[CH:30]=[CH:31][C:32]([NH:35][CH:36]2[CH2:41][CH2:40][CH2:39][CH2:38][CH2:37]2)=[N:33][CH:34]=1. Product: [Cl:1][C:2]1[CH:18]=[CH:17][C:5]2[CH2:6][CH2:7][N:8]([C:11](=[O:16])[C:12]([F:15])([F:14])[F:13])[CH2:9][CH2:10][C:4]=2[C:3]=1[NH:27][CH2:28][C:29]1[CH:34]=[N:33][C:32]([NH:35][CH:36]2[CH2:37][CH2:38][CH2:39][CH2:40][CH2:41]2)=[CH:31][CH:30]=1. The catalyst class is: 11. (2) Product: [F:1][CH2:2][S:3][C:4]1[N:5]=[CH:6][N:7]2[CH:11]=[C:10]([Sn:16]([CH2:17][CH2:18][CH2:19][CH3:20])([CH2:21][CH2:22][CH2:23][CH3:24])[CH2:12][CH2:13][CH2:14][CH3:15])[S:9][C:8]=12. The catalyst class is: 1. Reactant: [F:1][CH2:2][S:3][C:4]1[N:5]=[CH:6][N:7]2[CH:11]=[CH:10][S:9][C:8]=12.[CH2:12]([Sn:16](Cl)([CH2:21][CH2:22][CH2:23][CH3:24])[CH2:17][CH2:18][CH2:19][CH3:20])[CH2:13][CH2:14][CH3:15].C[Si]([N-][Si](C)(C)C)(C)C.[Li+].C1COCC1.C(OCC)(=O)C.